Task: Predict which catalyst facilitates the given reaction.. Dataset: Catalyst prediction with 721,799 reactions and 888 catalyst types from USPTO (1) Reactant: C([O:8][C:9]1[C:17]2[C:16](=[O:18])[N:15]([CH2:19][C:20]3[CH:25]=[CH:24][C:23]([F:26])=[CH:22][CH:21]=3)[N:14]=[C:13]([NH:27][C:28](=[O:30])[CH3:29])[C:12]=2[N:11]2[CH2:31][CH2:32][N:33]([CH3:36])[C:34](=[O:35])[C:10]=12)C1C=CC=CC=1.[CH3:37][Si]([N-][Si](C)(C)C)(C)C.[Li+].IC. Product: [F:26][C:23]1[CH:24]=[CH:25][C:20]([CH2:19][N:15]2[C:16](=[O:18])[C:17]3[C:9]([OH:8])=[C:10]4[C:34](=[O:35])[N:33]([CH3:36])[CH2:32][CH2:31][N:11]4[C:12]=3[C:13]([N:27]([CH3:37])[C:28](=[O:30])[CH3:29])=[N:14]2)=[CH:21][CH:22]=1. The catalyst class is: 3. (2) Reactant: [NH2:1][C:2]1[CH:24]=[CH:23][C:5]([O:6][C:7]2[S:8][C:9]([C:20]([NH2:22])=[O:21])=[C:10]3[C:18]=2[C:17]2[N:16]([CH3:19])[N:15]=[CH:14][C:13]=2[CH2:12][CH2:11]3)=[CH:4][CH:3]=1.[CH3:25][N:26]=[C:27]=[S:28]. Product: [CH3:19][N:16]1[C:17]2[C:18]3=[C:7]([O:6][C:5]4[CH:4]=[CH:3][C:2]([NH:1][C:27]([NH:26][CH3:25])=[S:28])=[CH:24][CH:23]=4)[S:8][C:9]([C:20]([NH2:22])=[O:21])=[C:10]3[CH2:11][CH2:12][C:13]=2[CH:14]=[N:15]1. The catalyst class is: 1. (3) Reactant: [CH2:1]([O:3][C:4]([C@H:6]1[CH2:11][CH2:10][CH2:9][NH:8][C@H:7]1[C:12]1[CH:17]=[CH:16][C:15]([NH:18][C:19]([O:21][C:22]([CH3:25])([CH3:24])[CH3:23])=[O:20])=[CH:14][CH:13]=1)=[O:5])[CH3:2].[F:26][C:27]1[CH:35]=[CH:34][CH:33]=[C:32]([CH3:36])[C:28]=1[C:29](O)=[O:30].CCN(CC)CC.CN(C(ON1N=NC2C=CC=NC1=2)=[N+](C)C)C.F[P-](F)(F)(F)(F)F. Product: [C:22]([O:21][C:19]([NH:18][C:15]1[CH:14]=[CH:13][C:12]([C@H:7]2[C@@H:6]([C:4]([O:3][CH2:1][CH3:2])=[O:5])[CH2:11][CH2:10][CH2:9][N:8]2[C:29](=[O:30])[C:28]2[C:32]([CH3:36])=[CH:33][CH:34]=[CH:35][C:27]=2[F:26])=[CH:17][CH:16]=1)=[O:20])([CH3:24])([CH3:23])[CH3:25]. The catalyst class is: 18. (4) The catalyst class is: 3. Reactant: [C:1]([C:3]1[CH:4]=[CH:5][C:6]([N:9]([CH2:29][CH2:30][CH3:31])[CH2:10][CH2:11][CH2:12][O:13][C:14]2[CH:15]=[C:16]3[C:20](=[CH:21][CH:22]=2)[C@H:19]([CH2:23][C:24]([O:26][CH2:27][CH3:28])=[O:25])[CH2:18][CH2:17]3)=[N:7][CH:8]=1)#[N:2].[SH2:32].C(NCC)C. Product: [NH2:2][C:1]([C:3]1[CH:4]=[CH:5][C:6]([N:9]([CH2:29][CH2:30][CH3:31])[CH2:10][CH2:11][CH2:12][O:13][C:14]2[CH:15]=[C:16]3[C:20](=[CH:21][CH:22]=2)[C@H:19]([CH2:23][C:24]([O:26][CH2:27][CH3:28])=[O:25])[CH2:18][CH2:17]3)=[N:7][CH:8]=1)=[S:32]. (5) Reactant: O=[C:2]1[CH:10]([C:11]#[N:12])[CH2:9][CH2:8][C:3]21[S:7][CH2:6][CH2:5][S:4]2.[C:13]1([C:19]2[N:24]=[CH:23][C:22]([C:25]3[CH:26]=[N:27][NH:28][C:29]=3[NH2:30])=[CH:21][CH:20]=2)[CH:18]=[CH:17][CH:16]=[CH:15][CH:14]=1. Product: [C:13]1([C:19]2[N:24]=[CH:23][C:22]([C:25]3[CH:26]=[N:27][N:28]4[C:11]([NH2:12])=[C:10]5[CH2:9][CH2:8][C:3]6([S:7][CH2:6][CH2:5][S:4]6)[C:2]5=[N:30][C:29]=34)=[CH:21][CH:20]=2)[CH:14]=[CH:15][CH:16]=[CH:17][CH:18]=1. The catalyst class is: 11.